Task: Predict the reactants needed to synthesize the given product.. Dataset: Full USPTO retrosynthesis dataset with 1.9M reactions from patents (1976-2016) (1) The reactants are: Br[CH2:2][C:3]1[C:12]([Cl:13])=[N:11][CH:10]=[CH:9][C:4]=1[C:5]([O:7]C)=O.Cl.[F:15][CH:16]([F:30])[CH2:17][O:18][C:19]1[N:24]=[C:23]([O:25][CH3:26])[C:22]([CH:27]([NH2:29])[CH3:28])=[CH:21][CH:20]=1. Given the product [Cl:13][C:12]1[C:3]2[CH2:2][N:29]([CH:27]([C:22]3[C:23]([O:25][CH3:26])=[N:24][C:19]([O:18][CH2:17][CH:16]([F:15])[F:30])=[CH:20][CH:21]=3)[CH3:28])[C:5](=[O:7])[C:4]=2[CH:9]=[CH:10][N:11]=1, predict the reactants needed to synthesize it. (2) Given the product [F:1][C:2]1[CH:16]=[C:15]([N+:17]([O-:19])=[O:18])[C:14]([F:20])=[CH:13][C:3]=1[CH:4]=[C:22]1[CH2:27][CH2:26][N:25]([C:28]([O:30][C:31]([CH3:34])([CH3:33])[CH3:32])=[O:29])[CH2:24][CH2:23]1, predict the reactants needed to synthesize it. The reactants are: [F:1][C:2]1[CH:16]=[C:15]([N+:17]([O-:19])=[O:18])[C:14]([F:20])=[CH:13][C:3]=1[CH2:4]P(=O)(OCC)OCC.O=[C:22]1[CH2:27][CH2:26][N:25]([C:28]([O:30][C:31]([CH3:34])([CH3:33])[CH3:32])=[O:29])[CH2:24][CH2:23]1.[H-].[Na+]. (3) Given the product [CH:29]1([C:24]2[N:23]([C:16]3[CH:15]=[C:14]([N:8]4[CH:9]=[C:10]([CH3:12])[N:11]=[C:7]4[CH:1]4[CH2:2][CH2:3][CH2:4][CH2:5][CH2:6]4)[CH:19]=[CH:18][C:17]=3[N+:20]([O-:22])=[O:21])[CH:27]=[C:26]([CH3:28])[N:25]=2)[CH2:34][CH2:33][CH2:32][CH2:31][CH2:30]1, predict the reactants needed to synthesize it. The reactants are: [CH:1]1([C:7]2[NH:8][CH:9]=[C:10]([CH3:12])[N:11]=2)[CH2:6][CH2:5][CH2:4][CH2:3][CH2:2]1.F[C:14]1[CH:19]=[CH:18][C:17]([N+:20]([O-:22])=[O:21])=[C:16]([N:23]2[CH:27]=[C:26]([CH3:28])[N:25]=[C:24]2[CH:29]2[CH2:34][CH2:33][CH2:32][CH2:31][CH2:30]2)[CH:15]=1. (4) Given the product [Cl:1][C:2]1[CH:9]=[C:8]([C:22]2[N:18]([CH:13]3[CH2:14][CH2:15][CH2:16][CH2:17][O:12]3)[N:19]=[CH:20][CH:21]=2)[CH:7]=[C:6]([F:11])[C:3]=1[C:4]#[N:5], predict the reactants needed to synthesize it. The reactants are: [Cl:1][C:2]1[CH:9]=[C:8](I)[CH:7]=[C:6]([F:11])[C:3]=1[C:4]#[N:5].[O:12]1[CH2:17][CH2:16][CH2:15][CH2:14][CH:13]1[N:18]1[C:22](B2OC(C)(C)C(C)(C)O2)=[CH:21][CH:20]=[N:19]1.C(=O)([O-])[O-].[Na+].[Na+].O.